This data is from Forward reaction prediction with 1.9M reactions from USPTO patents (1976-2016). The task is: Predict the product of the given reaction. (1) Given the reactants [Cl:1][C:2]1[CH:18]=[CH:17][C:5]2[N:6]([CH:11]3[CH2:16][CH2:15][O:14][CH2:13][CH2:12]3)[C:7]([CH2:9]Cl)=[N:8][C:4]=2[CH:3]=1.[CH3:19][S:20]([C:23]1[C:31]2[C:26](=[CH:27][N:28]=[CH:29][CH:30]=2)[NH:25][N:24]=1)(=[O:22])=[O:21], predict the reaction product. The product is: [Cl:1][C:2]1[CH:18]=[CH:17][C:5]2[N:6]([CH:11]3[CH2:16][CH2:15][O:14][CH2:13][CH2:12]3)[C:7]([CH2:9][N:25]3[C:26]4=[CH:27][N:28]=[CH:29][CH:30]=[C:31]4[C:23]([S:20]([CH3:19])(=[O:21])=[O:22])=[N:24]3)=[N:8][C:4]=2[CH:3]=1. (2) Given the reactants I(O)(=O)(=O)=[O:2].[CH2:6]([O:8][C:9]([CH:11]1[CH2:15][CH:14]2[O:16][CH:13]2[CH2:12]1)=[O:10])[CH3:7], predict the reaction product. The product is: [CH2:6]([O:8][C:9]([CH:11]([CH2:12][CH:13]=[O:16])[CH2:15][CH:14]=[O:2])=[O:10])[CH3:7]. (3) The product is: [C:31]([O:35][C:36](=[O:49])[CH2:37][CH2:38][O:39][CH2:40][CH2:41][O:42][CH2:43][CH2:44][O:45][CH2:46][CH2:47][NH:48][C:9](=[O:30])[CH2:10][CH2:11][CH2:12][C:13](=[O:29])[NH:14][C:15]1[CH:16]=[CH:17][C:18]([CH2:21][CH2:22][C:23](=[O:28])[CH2:24][C:25](=[O:27])[CH3:26])=[CH:19][CH:20]=1)([CH3:32])([CH3:34])[CH3:33]. Given the reactants O=C1CCC(=O)N1O[C:9](=[O:30])[CH2:10][CH2:11][CH2:12][C:13](=[O:29])[NH:14][C:15]1[CH:20]=[CH:19][C:18]([CH2:21][CH2:22][C:23](=[O:28])[CH2:24][C:25](=[O:27])[CH3:26])=[CH:17][CH:16]=1.[C:31]([O:35][C:36](=[O:49])[CH2:37][CH2:38][O:39][CH2:40][CH2:41][O:42][CH2:43][CH2:44][O:45][CH2:46][CH2:47][NH2:48])([CH3:34])([CH3:33])[CH3:32].CCN(C(C)C)C(C)C, predict the reaction product. (4) Given the reactants ClC1C=C(Cl)C=CC=1[O:4]C1C=CC(Cl)=CC=1OC(OC1C(C(OC(C2C=CC=CC=2)C2C=CC=CC=2)=O)N2C(=O)C(NC(=O)CC3SC=CC=3)[C@H]2SC=1C)=O.[Cl:56][C:57]1[CH:109]=[C:108]([Cl:110])[CH:107]=[CH:106][C:58]=1[O:59][C:60]1[CH:104]=[CH:103][C:102]([Cl:105])=[CH:101][C:61]=1[O:62][C:63]([O:65][CH2:66][C:67]1[CH:72]([C:73]([O:75][CH:76]([C:83]2[CH:88]=[CH:87][CH:86]=[CH:85][CH:84]=2)[C:77]2[CH:82]=[CH:81][CH:80]=[CH:79][CH:78]=2)=[O:74])[N:71]2[C:89](=[O:100])[CH:90]([NH:91][C:92](=[O:99])[CH2:93][C:94]3[S:95][CH:96]=[CH:97][CH:98]=3)[C@H:70]2[S:69][CH:68]=1)=[O:64].ClC1C=C(C=CC=1)C(OO)=O, predict the reaction product. The product is: [Cl:56][C:57]1[CH:109]=[C:108]([Cl:110])[CH:107]=[CH:106][C:58]=1[O:59][C:60]1[CH:104]=[CH:103][C:102]([Cl:105])=[CH:101][C:61]=1[O:62][C:63]([O:65][CH2:66][C:67]1[CH2:68][S:69](=[O:4])[C@@H:70]2[CH:90]([NH:91][C:92](=[O:99])[CH2:93][C:94]3[S:95][CH:96]=[CH:97][CH:98]=3)[C:89](=[O:100])[N:71]2[C:72]=1[C:73]([O:75][CH:76]([C:77]1[CH:78]=[CH:79][CH:80]=[CH:81][CH:82]=1)[C:83]1[CH:84]=[CH:85][CH:86]=[CH:87][CH:88]=1)=[O:74])=[O:64]. (5) Given the reactants [C:1]1([CH2:7][CH2:8][NH2:9])[CH:6]=[CH:5][CH:4]=[CH:3][CH:2]=1.CCN(C(C)C)C(C)C.[F:19][C:20]([F:31])([F:30])[C:21]1[CH:29]=[CH:28][C:24]([C:25](Cl)=[O:26])=[CH:23][CH:22]=1, predict the reaction product. The product is: [CH2:8]([NH:9][C:25](=[O:26])[C:24]1[CH:28]=[CH:29][C:21]([C:20]([F:19])([F:30])[F:31])=[CH:22][CH:23]=1)[CH2:7][C:1]1[CH:6]=[CH:5][CH:4]=[CH:3][CH:2]=1. (6) Given the reactants [NH2:14][C:13]1[CH:15]=[CH:16][C:17]([O:19][CH3:20])=[CH:18][C:12]=1[S:11][S:11][C:12]1[CH:18]=[C:17]([O:19][CH3:20])[CH:16]=[CH:15][C:13]=1[NH2:14].[CH2:21]([CH:23]1[NH:28][C:27](=[O:29])[CH2:26][C:25](=O)[CH2:24]1)[CH3:22], predict the reaction product. The product is: [CH2:21]([CH:23]1[NH:28][C:27](=[O:29])[C:26]2[S:11][C:12]3[CH:18]=[C:17]([O:19][CH3:20])[CH:16]=[CH:15][C:13]=3[NH:14][C:25]=2[CH2:24]1)[CH3:22]. (7) The product is: [Br:1][C:2]1[CH:3]=[C:4]([CH:5]2[C:35]3[C:36](=[O:38])[CH2:37][CH:32]([CH2:29][CH2:30][CH3:31])[CH2:33][C:34]=3[NH:28][C:24]([CH3:23])=[C:25]2[C:26]#[N:27])[CH:7]=[C:8]([S:15]([N:18]2[CH2:22][CH2:21][CH2:20][CH2:19]2)(=[O:17])=[O:16])[C:9]=1[NH:10][CH2:11][CH2:12][O:13][CH3:14]. Given the reactants [Br:1][C:2]1[CH:3]=[C:4]([CH:7]=[C:8]([S:15]([N:18]2[CH2:22][CH2:21][CH2:20][CH2:19]2)(=[O:17])=[O:16])[C:9]=1[NH:10][CH2:11][CH2:12][O:13][CH3:14])[CH:5]=O.[CH3:23]/[C:24](/[NH2:28])=[CH:25]\[C:26]#[N:27].[CH2:29]([CH:32]1[CH2:37][C:36](=[O:38])[CH2:35][C:34](=O)[CH2:33]1)[CH2:30][CH3:31], predict the reaction product.